Regression/Classification. Given a drug SMILES string, predict its absorption, distribution, metabolism, or excretion properties. Task type varies by dataset: regression for continuous measurements (e.g., permeability, clearance, half-life) or binary classification for categorical outcomes (e.g., BBB penetration, CYP inhibition). Dataset: cyp3a4_veith. From a dataset of CYP3A4 inhibition data for predicting drug metabolism from PubChem BioAssay. (1) The compound is COc1ccc(C(=O)OC2C[C@@H]3CC[C@H](C2)N3C)cc1OC. The result is 0 (non-inhibitor). (2) The drug is O=S1(=O)CCN(CCc2cn(Cc3ccc(C(F)(F)F)cc3)c3ccccc23)CC1. The result is 1 (inhibitor). (3) The drug is Nc1c(-c2cccs2)cnn1-c1nc(-c2ccc(F)cc2)cs1. The result is 1 (inhibitor). (4) The molecule is Cc1cc(C)c(O)c(Cc2cccc(Cc3cc(C)cc(C)c3O)c2O)c1. The result is 0 (non-inhibitor). (5) The drug is CCOc1cccc(/C(O)=C2/C(=O)C(=O)N(Cc3cccnc3)C2c2ccco2)c1. The result is 1 (inhibitor). (6) The drug is CCCCNc1c(CN)cnc2cc(Cl)ccc12. The result is 1 (inhibitor). (7) The molecule is O=C(C1CCN(S(=O)(=O)c2cccc3nsnc23)CC1)N1CCn2c1nc1ccccc12. The result is 1 (inhibitor). (8) The molecule is CN(Cc1ccco1)c1ncncc1-c1cccnc1. The result is 1 (inhibitor). (9) The molecule is Cc1noc(C)c1-c1nccc(N2CCN(C)CC2)n1. The result is 0 (non-inhibitor).